This data is from Experimentally validated miRNA-target interactions with 360,000+ pairs, plus equal number of negative samples. The task is: Binary Classification. Given a miRNA mature sequence and a target amino acid sequence, predict their likelihood of interaction. The miRNA is hsa-miR-34c-3p with sequence AAUCACUAACCACACGGCCAGG. The protein sequence of the target gene is MRLSALLALASKVTLPPHYRYGMSPPGSVADKRKNPPWIRRRPVVVEPISDEDWYLFCGDTVEILEGKDAGKQGKVVQVIRQRNWVVVGGLNTHYRYIGKTMDYRGTMIPSEAPLLHRQVKLVDPMDRKPTEIEWRFTEAGERVRVSTRSGRIIPKPEFPRADGIVPETWIDGPKDTSVEDALERTYVPCLKTLQEEVMEAMGIKETRKYKKVYWY. Result: 0 (no interaction).